Dataset: NCI-60 drug combinations with 297,098 pairs across 59 cell lines. Task: Regression. Given two drug SMILES strings and cell line genomic features, predict the synergy score measuring deviation from expected non-interaction effect. Drug 1: CC=C1C(=O)NC(C(=O)OC2CC(=O)NC(C(=O)NC(CSSCCC=C2)C(=O)N1)C(C)C)C(C)C. Drug 2: CCN(CC)CCCC(C)NC1=C2C=C(C=CC2=NC3=C1C=CC(=C3)Cl)OC. Cell line: OVCAR3. Synergy scores: CSS=45.2, Synergy_ZIP=-1.78, Synergy_Bliss=-4.55, Synergy_Loewe=-18.0, Synergy_HSA=-2.46.